Dataset: Drug half-life prediction data from Obach et al.. Task: Regression/Classification. Given a drug SMILES string, predict its absorption, distribution, metabolism, or excretion properties. Task type varies by dataset: regression for continuous measurements (e.g., permeability, clearance, half-life) or binary classification for categorical outcomes (e.g., BBB penetration, CYP inhibition). For this dataset (half_life_obach), we predict log10(half-life) (log10 of half-life in hours). (1) The drug is C[C@@H]1O[C@@H](O[C@H]2[C@@H](O)C[C@H](O[C@H]3C[C@](O)(C(=O)CO)Cc4c(O)c5c(c(O)c43)C(=O)c3ccccc3C5=O)O[C@H]2C)C[C@H](N)[C@@H]1O. The log10(half-life) is 1.32. (2) The log10(half-life) is -0.0700. The drug is CC1=C(C(=O)O)N2C(=O)[C@@H](NC(=O)[C@H](N)C3=CCC=CC3)[C@H]2SC1. (3) The compound is Cc1nnc(SCC2=C(C(=O)O)N3C(=O)[C@@H](NC(=O)[C@H](O)c4ccccc4)[C@H]3SC2)s1. The log10(half-life) is 0. (4) The compound is CCCCC(=O)N(Cc1ccc(-c2ccccc2-c2nnn[nH]2)cc1)[C@H](C(=O)O)C(C)C. The log10(half-life) is 0.980.